From a dataset of Peptide-MHC class I binding affinity with 185,985 pairs from IEDB/IMGT. Regression. Given a peptide amino acid sequence and an MHC pseudo amino acid sequence, predict their binding affinity value. This is MHC class I binding data. (1) The peptide sequence is GRYSVRYVR. The MHC is HLA-B27:05 with pseudo-sequence HLA-B27:05. The binding affinity (normalized) is 0.756. (2) The peptide sequence is TSNLQEQIGW. The MHC is HLA-A11:01 with pseudo-sequence HLA-A11:01. The binding affinity (normalized) is 0. (3) The peptide sequence is ESDKGSSQS. The MHC is HLA-B27:05 with pseudo-sequence HLA-B27:05. The binding affinity (normalized) is 0.0847. (4) The peptide sequence is ATIDNYNKF. The MHC is HLA-A23:01 with pseudo-sequence HLA-A23:01. The binding affinity (normalized) is 0.459. (5) The peptide sequence is CTWPEASRY. The MHC is HLA-A69:01 with pseudo-sequence HLA-A69:01. The binding affinity (normalized) is 0.0847. (6) The peptide sequence is FRDYVDRFYK. The MHC is HLA-B18:01 with pseudo-sequence HLA-B18:01. The binding affinity (normalized) is 0. (7) The peptide sequence is SVIQESCDKHY. The MHC is Mamu-A02 with pseudo-sequence Mamu-A02. The binding affinity (normalized) is 0.506.